Dataset: Forward reaction prediction with 1.9M reactions from USPTO patents (1976-2016). Task: Predict the product of the given reaction. (1) Given the reactants C1(N=C=N[CH:10]2[CH2:15][CH2:14]CCC2)CCCCC1.[OH:16][C@@H:17]([C:27]1[S:28][CH:29]=[C:30]([C:32]([O:34][CH3:35])=[O:33])[N:31]=1)[CH2:18][C@@H:19]([NH:23][CH2:24][CH2:25][CH3:26])[CH:20]([CH3:22])[CH3:21].[NH2:36][C@H:37]([C:41]([OH:43])=O)[CH:38]([CH3:40])[CH3:39].[OH2:44].[C:45]([OH:49])(C)(C)C.[CH2:50](Cl)Cl, predict the reaction product. The product is: [CH:38]([C@@H:37]([C:41](=[O:43])[O:16][C@@H:17]([C:27]1[S:28][CH:29]=[C:30]([C:32]([O:34][CH3:35])=[O:33])[N:31]=1)[CH2:18][C@H:19]([CH:20]([CH3:22])[CH3:21])[NH:23][CH2:24][CH2:25][CH3:26])[NH:36][C:45](=[O:49])[O:44][C:15]([CH3:14])([CH3:10])[CH3:50])([CH3:40])[CH3:39]. (2) Given the reactants [CH3:1][C:2]([C:10]([Cl:12])=[CH2:11])([CH3:9])[C:3]1[CH:8]=[CH:7][CH:6]=[CH:5][CH:4]=1.[CH:13]([Br:16])(Br)[Br:14].[OH-].[K+], predict the reaction product. The product is: [CH3:9][C:2]([C:10]1([Cl:12])[CH2:11][C:13]1([Br:16])[Br:14])([CH3:1])[C:3]1[CH:4]=[CH:5][CH:6]=[CH:7][CH:8]=1. (3) Given the reactants Cl[C:2]1[C:3]2[N:10]([CH2:11][CH2:12][NH:13][C:14](=[O:20])[O:15][C:16]([CH3:19])([CH3:18])[CH3:17])[CH:9]=[CH:8][C:4]=2[N:5]=[CH:6][N:7]=1.[Cl:21][C:22]1[CH:23]=[C:24]([CH:26]=[CH:27][C:28]=1[O:29][C:30]1[CH:38]=[CH:37][C:36]([Cl:39])=[C:35]2[C:31]=1[CH:32]=[N:33][NH:34]2)[NH2:25].C(=O)([O-])O.[Na+], predict the reaction product. The product is: [Cl:21][C:22]1[CH:23]=[C:24]([NH:25][C:2]2[C:3]3[N:10]([CH2:11][CH2:12][NH:13][C:14](=[O:20])[O:15][C:16]([CH3:19])([CH3:18])[CH3:17])[CH:9]=[CH:8][C:4]=3[N:5]=[CH:6][N:7]=2)[CH:26]=[CH:27][C:28]=1[O:29][C:30]1[CH:38]=[CH:37][C:36]([Cl:39])=[C:35]2[C:31]=1[CH:32]=[N:33][NH:34]2. (4) Given the reactants [OH:1][C:2]1[CH:3]=[C:4]([C@H:12]([CH3:25])[C:13]([NH:15][C@H:16]([CH3:24])[CH2:17][C:18]2[CH:23]=[CH:22][CH:21]=[CH:20][CH:19]=2)=[O:14])[CH:5]=[C:6]([C:8]([F:11])([F:10])[F:9])[CH:7]=1.C1C=CC(N([S:33]([C:36]([F:39])([F:38])[F:37])(=[O:35])=[O:34])[S:33]([C:36]([F:39])([F:38])[F:37])(=[O:35])=[O:34])=CC=1, predict the reaction product. The product is: [CH3:24][C@@H:16]([NH:15][C:13]([C@H:12]([C:4]1[CH:3]=[C:2]([O:1][S:33]([C:36]([F:39])([F:38])[F:37])(=[O:35])=[O:34])[CH:7]=[C:6]([C:8]([F:10])([F:11])[F:9])[CH:5]=1)[CH3:25])=[O:14])[CH2:17][C:18]1[CH:19]=[CH:20][CH:21]=[CH:22][CH:23]=1. (5) Given the reactants [F:1][C:2]([F:14])([F:13])[C:3]1[CH:9]=[CH:8][C:6]([NH2:7])=[C:5]([N+:10]([O-:12])=[O:11])[CH:4]=1.[CH3:15][C:16]([O:19][C:20](O[C:20]([O:19][C:16]([CH3:18])([CH3:17])[CH3:15])=[O:21])=[O:21])([CH3:18])[CH3:17], predict the reaction product. The product is: [F:1][C:2]([F:13])([F:14])[C:3]1[CH:9]=[CH:8][C:6]([NH:7][C:20](=[O:21])[O:19][C:16]([CH3:18])([CH3:17])[CH3:15])=[C:5]([N+:10]([O-:12])=[O:11])[CH:4]=1. (6) Given the reactants [Cl:1][C:2]1[CH:7]=[C:6]([I:8])[CH:5]=[C:4]([Cl:9])[C:3]=1[C:10]1[S:11][C:12]2[CH:13]=[N+:14]([O-])[CH:15]=[C:16]([F:19])[C:17]=2[N:18]=1.P(Cl)(Cl)([Cl:23])=O.C(=O)(O)[O-].[Na+], predict the reaction product. The product is: [Cl:23][C:13]1[C:12]2[S:11][C:10]([C:3]3[C:2]([Cl:1])=[CH:7][C:6]([I:8])=[CH:5][C:4]=3[Cl:9])=[N:18][C:17]=2[C:16]([F:19])=[CH:15][N:14]=1. (7) Given the reactants O1CCCCC1[O:7][C:8]1[CH:9]=[C:10]([C:14]23[CH2:21][CH2:20][C:17]([CH2:22][CH2:23][O:24][CH2:25][C:26]([O:28][C:29]([CH3:32])([CH3:31])[CH3:30])=[O:27])([CH2:18][CH2:19]2)[CH2:16][O:15]3)[CH:11]=[CH:12][CH:13]=1.CC1C=CC(S([O-])(=O)=O)=CC=1.C1C=C[NH+]=CC=1, predict the reaction product. The product is: [OH:7][C:8]1[CH:9]=[C:10]([C:14]23[CH2:19][CH2:18][C:17]([CH2:22][CH2:23][O:24][CH2:25][C:26]([O:28][C:29]([CH3:32])([CH3:31])[CH3:30])=[O:27])([CH2:20][CH2:21]2)[CH2:16][O:15]3)[CH:11]=[CH:12][CH:13]=1.